Dataset: Forward reaction prediction with 1.9M reactions from USPTO patents (1976-2016). Task: Predict the product of the given reaction. (1) Given the reactants [C-:1]#[N:2].[K+].[Br:4][C:5]1[CH:10]=[CH:9][C:8]([CH2:11]Br)=[C:7]([CH3:13])[CH:6]=1.O, predict the reaction product. The product is: [Br:4][C:5]1[CH:10]=[CH:9][C:8]([CH2:11][C:1]#[N:2])=[C:7]([CH3:13])[CH:6]=1. (2) The product is: [OH:4][CH2:5][CH2:6][CH2:7][CH2:8][O:9][C:10]1[CH:15]=[CH:14][C:13]([C:16]2[N:17]=[C:18]3[CH:23]=[CH:22][C:21]([Cl:24])=[CH:20][N:19]3[C:25]=2[CH2:26][C:27]([N:29]([CH2:32][CH3:33])[CH2:30][CH3:31])=[O:28])=[CH:12][CH:11]=1. Given the reactants C([O:4][CH2:5][CH2:6][CH2:7][CH2:8][O:9][C:10]1[CH:15]=[CH:14][C:13]([C:16]2[N:17]=[C:18]3[CH:23]=[CH:22][C:21]([Cl:24])=[CH:20][N:19]3[C:25]=2[CH2:26][C:27]([N:29]([CH2:32][CH3:33])[CH2:30][CH3:31])=[O:28])=[CH:12][CH:11]=1)(=O)C.C(=O)([O-])[O-].[Cs+].[Cs+], predict the reaction product. (3) The product is: [NH2:21][C:22]1[C:27]([C:28]#[N:29])=[C:26]([NH:20][C@H:18]([C:9]2[N:8]=[C:7]3[CH:6]=[CH:5][N:4]([CH3:3])[C:12]3=[CH:11][C:10]=2[C:13]2[N:14]=[CH:15][S:16][CH:17]=2)[CH3:19])[N:25]=[C:24]([S:31][CH3:32])[N:23]=1. Given the reactants Cl.Cl.[CH3:3][N:4]1[C:12]2[C:7](=[N:8][C:9]([C@@H:18]([NH2:20])[CH3:19])=[C:10]([C:13]3[N:14]=[CH:15][S:16][CH:17]=3)[CH:11]=2)[CH:6]=[CH:5]1.[NH2:21][C:22]1[C:27]([C:28]#[N:29])=[C:26](Cl)[N:25]=[C:24]([S:31][CH3:32])[N:23]=1.C(N(C(C)C)C(C)C)C, predict the reaction product. (4) Given the reactants Cl[CH2:2][CH2:3][O:4][C:5]1[C:13]2[C:8](=[N:9][CH:10]=[N:11][C:12]=2[NH:14][C:15]2[CH:20]=[CH:19][C:18]([O:21][C:22]3[CH:23]=[N:24][C:25]([CH3:28])=[CH:26][CH:27]=3)=[C:17]([Cl:29])[CH:16]=2)[NH:7][N:6]=1.[CH3:30][NH:31][CH2:32][CH2:33][OH:34], predict the reaction product. The product is: [Cl:29][C:17]1[CH:16]=[C:15]([NH:14][C:12]2[N:11]=[CH:10][N:9]=[C:8]3[NH:7][N:6]=[C:5]([O:4][CH2:3][CH2:2][N:31]([CH3:30])[CH2:32][CH2:33][OH:34])[C:13]=23)[CH:20]=[CH:19][C:18]=1[O:21][C:22]1[CH:23]=[N:24][C:25]([CH3:28])=[CH:26][CH:27]=1. (5) The product is: [F:1][C:2]([F:7])([F:6])[C:3]([OH:5])=[O:4].[F:8][C:9]([F:14])([F:13])[C:10]([OH:12])=[O:11].[Cl:22][C:23]1[CH:24]=[N:25][C:26]2[NH:27][C:28]3[CH:29]=[N:30][CH:31]=[C:32]([CH:53]=3)[CH2:33][CH2:34][C:35]3[CH:43]=[C:39]([NH:40][C:41]=1[N:42]=2)[CH:38]=[CH:37][C:36]=3[NH:44][C:45](=[O:52])[CH2:46][C@@H:47]1[CH2:51][CH2:50][N:49]([C:55]([NH:54][C:57]2[CH:64]=[CH:63][CH:62]=[C:59]([C:60]#[N:61])[CH:58]=2)=[O:56])[CH2:48]1. Given the reactants [F:1][C:2]([F:7])([F:6])[C:3]([OH:5])=[O:4].[F:8][C:9]([F:14])([F:13])[C:10]([OH:12])=[O:11].FC(F)(F)C(O)=O.[Cl:22][C:23]1[CH:24]=[N:25][C:26]2[NH:27][C:28]3[CH:29]=[N:30][CH:31]=[C:32]([CH:53]=3)[CH2:33][CH2:34][C:35]3[CH:43]=[C:39]([NH:40][C:41]=1[N:42]=2)[CH:38]=[CH:37][C:36]=3[NH:44][C:45](=[O:52])[CH2:46][C@@H:47]1[CH2:51][CH2:50][NH:49][CH2:48]1.[N:54]([C:57]1[CH:58]=[C:59]([CH:62]=[CH:63][CH:64]=1)[C:60]#[N:61])=[C:55]=[O:56], predict the reaction product. (6) Given the reactants Br[C:2]1[C:11]2[C:6](=[CH:7][CH:8]=[C:9]([O:12][C@H:13]3[CH2:18][CH2:17][C@H:16]([C:19]([CH3:22])([CH3:21])[CH3:20])[CH2:15][CH2:14]3)[CH:10]=2)[CH:5]=[CH:4][CH:3]=1.[Li]CCCC.CN([CH:31]=[O:32])C, predict the reaction product. The product is: [C:19]([C@H:16]1[CH2:17][CH2:18][C@H:13]([O:12][C:9]2[CH:10]=[C:11]3[C:6]([CH:5]=[CH:4][CH:3]=[C:2]3[CH:31]=[O:32])=[CH:7][CH:8]=2)[CH2:14][CH2:15]1)([CH3:21])([CH3:20])[CH3:22]. (7) The product is: [Br:1][C:2]1[CH:3]=[C:4]([CH:8]=[CH:9][C:10]=1[F:11])[C:5]([NH:19][C:18]1[CH:20]=[CH:21][C:15]([O:14][C:13]([Cl:12])([F:22])[F:23])=[CH:16][CH:17]=1)=[O:7]. Given the reactants [Br:1][C:2]1[CH:3]=[C:4]([CH:8]=[CH:9][C:10]=1[F:11])[C:5]([OH:7])=O.[Cl:12][C:13]([F:23])([F:22])[O:14][C:15]1[CH:21]=[CH:20][C:18]([NH2:19])=[CH:17][CH:16]=1, predict the reaction product. (8) Given the reactants [C:1]([O-:13])(=[O:12])[CH2:2][C:3]([CH2:8][C:9]([O-:11])=[O:10])([C:5]([O-:7])=[O:6])[OH:4].[Na+:14].[Na+].[Na+].[CH3:17][NH:18][CH2:19][C@H:20]([OH:29])[C:21]1[CH:22]=[CH:23][C:24]([OH:28])=[C:25]([OH:27])[CH:26]=1.[ClH:30], predict the reaction product. The product is: [CH3:17][NH:18][CH2:19][C@H:20]([OH:29])[C:21]1[CH:22]=[CH:23][C:24]([OH:28])=[C:25]([OH:27])[CH:26]=1.[ClH:30].[Cl-:30].[Na+:14].[C:1]([OH:13])(=[O:12])[CH2:2][C:3]([CH2:8][C:9]([OH:11])=[O:10])([C:5]([OH:7])=[O:6])[OH:4].